This data is from Full USPTO retrosynthesis dataset with 1.9M reactions from patents (1976-2016). The task is: Predict the reactants needed to synthesize the given product. (1) Given the product [C:51]([O:50][C:48]([NH:18][C@H:17]1[C@@H:16]([CH2:15][OH:14])[CH2:21][N:20]([C:22]([O:24][CH2:25][C:26]2[CH:31]=[CH:30][CH:29]=[CH:28][CH:27]=2)=[O:23])[CH2:19]1)=[O:49])([CH3:52])([CH3:53])[CH3:54], predict the reactants needed to synthesize it. The reactants are: C(O)(=O)[C@@H](C1C=CC=CC=1)O.CC1(C)[NH:18][C@H:17]2[CH2:19][N:20]([C:22]([O:24][CH2:25][C:26]3[CH:31]=[CH:30][CH:29]=[CH:28][CH:27]=3)=[O:23])[CH2:21][C@H:16]2[CH2:15][O:14]1.OS(O)(=O)=O.[OH-].[Na+].[C:48](O[C:48]([O:50][C:51]([CH3:54])([CH3:53])[CH3:52])=[O:49])([O:50][C:51]([CH3:54])([CH3:53])[CH3:52])=[O:49]. (2) Given the product [Cl:17][CH2:13][C:11]1[N:10]=[CH:9][N:8]([C:5]2[CH:6]=[CH:7][C:2]([I:1])=[CH:3][CH:4]=2)[CH:12]=1, predict the reactants needed to synthesize it. The reactants are: [I:1][C:2]1[CH:7]=[CH:6][C:5]([N:8]2[CH:12]=[C:11]([CH2:13]O)[N:10]=[CH:9]2)=[CH:4][CH:3]=1.O=S(Cl)[Cl:17].